Dataset: Full USPTO retrosynthesis dataset with 1.9M reactions from patents (1976-2016). Task: Predict the reactants needed to synthesize the given product. (1) Given the product [C:1]1([C:19]2[CH:20]=[CH:21][CH:22]=[CH:23][CH:24]=2)[CH:6]=[CH:5][CH:4]=[C:3]([C:7]2[N:8]=[C:9]3[C:14]([NH2:15])=[CH:13][CH:12]=[CH:11][N:10]3[CH:18]=2)[CH:2]=1, predict the reactants needed to synthesize it. The reactants are: [C:1]1([C:19]2[CH:24]=[CH:23][CH:22]=[CH:21][CH:20]=2)[CH:6]=[CH:5][CH:4]=[C:3]([C:7]2[N:8]=[C:9]3[C:14]([N+:15]([O-])=O)=[CH:13][CH:12]=[CH:11][N:10]3[CH:18]=2)[CH:2]=1.[H][H]. (2) Given the product [Cl:19][C:15]1[CH:14]=[C:13]([C:11]2[C:6]3[N:7]=[C:8]([CH3:10])[O:9][C:5]=3[CH:4]=[C:3]([CH2:2][C:26]3[CH:25]=[CH:24][C:23]([N+:20]([O-:22])=[O:21])=[CH:28][CH:27]=3)[CH:12]=2)[CH:18]=[CH:17][CH:16]=1, predict the reactants needed to synthesize it. The reactants are: Br[CH2:2][C:3]1[CH:12]=[C:11]([C:13]2[CH:18]=[CH:17][CH:16]=[C:15]([Cl:19])[CH:14]=2)[C:6]2[N:7]=[C:8]([CH3:10])[O:9][C:5]=2[CH:4]=1.[N+:20]([C:23]1[CH:24]=[C:25]([Sn](CCCC)(CCCC)CCCC)[CH:26]=[CH:27][CH:28]=1)([O-:22])=[O:21].[Cl-].[Cl-].C1(P(C2C=CC=CC=2)C2C=CC=CC=2)C=CC=CC=1.C1(P(C2C=CC=CC=2)C2C=CC=CC=2)C=CC=CC=1. (3) The reactants are: [H-].[Na+].[C:3]([O:8][CH2:9][CH3:10])(=[O:7])[CH:4]([CH3:6])[OH:5].[F:11][C:12]1[CH:19]=[CH:18][C:15]([CH2:16]Br)=[CH:14][CH:13]=1. Given the product [CH2:9]([O:8][C:3](=[O:7])[CH:4]([O:5][CH2:16][C:15]1[CH:18]=[CH:19][C:12]([F:11])=[CH:13][CH:14]=1)[CH3:6])[CH3:10], predict the reactants needed to synthesize it. (4) Given the product [I:29][C:3]1[C:4]2[C:9](=[CH:8][C:7]([C@H:10]3[C@@:12]4([C:20]5[C:15](=[CH:16][CH:17]=[C:18]([CH3:21])[CH:19]=5)[NH:14][C:13]4=[O:22])[CH2:11]3)=[CH:6][CH:5]=2)[NH:1][N:2]=1, predict the reactants needed to synthesize it. The reactants are: [NH:1]1[C:9]2[C:4](=[CH:5][CH:6]=[C:7]([C@H:10]3[C@@:12]4([C:20]5[C:15](=[CH:16][CH:17]=[C:18]([CH3:21])[CH:19]=5)[NH:14][C:13]4=[O:22])[CH2:11]3)[CH:8]=2)[CH:3]=[N:2]1.C([O-])([O-])=O.[K+].[K+].[I:29]I. (5) The reactants are: Cl[C:2]1[C:3]2[N:10]([CH3:11])[CH:9]=[CH:8][C:4]=2[N:5]=[CH:6][N:7]=1.[NH2:12][C:13]1[CH:29]=[CH:28][C:16]([O:17][C:18]2[CH:26]=[CH:25][CH:24]=[C:23]3[C:19]=2[CH2:20][C:21](=[O:27])[NH:22]3)=[C:15]([Cl:30])[CH:14]=1.Cl.N1C=CC=CC=1.C(=O)([O-])O.[Na+]. Given the product [Cl:30][C:15]1[CH:14]=[C:13]([NH:12][C:2]2[C:3]3[N:10]([CH3:11])[CH:9]=[CH:8][C:4]=3[N:5]=[CH:6][N:7]=2)[CH:29]=[CH:28][C:16]=1[O:17][C:18]1[CH:26]=[CH:25][CH:24]=[C:23]2[C:19]=1[CH2:20][C:21](=[O:27])[NH:22]2, predict the reactants needed to synthesize it. (6) Given the product [Cl:18][C:12]1[CH:13]=[CH:14][CH:15]=[C:16]([Cl:17])[C:11]=1[C:9]1[S:8][C:7]2[C:2]([NH:19][C:20]3[N:25]=[C:24]([CH3:26])[N:23]=[C:22]([N:27]4[CH2:32][CH2:31][N:30]([CH2:33][CH2:34][OH:35])[CH2:29][CH2:28]4)[CH:21]=3)=[N:3][CH:4]=[CH:5][C:6]=2[N:10]=1, predict the reactants needed to synthesize it. The reactants are: Br[C:2]1[C:7]2[S:8][C:9]([C:11]3[C:16]([Cl:17])=[CH:15][CH:14]=[CH:13][C:12]=3[Cl:18])=[N:10][C:6]=2[CH:5]=[CH:4][N:3]=1.[NH2:19][C:20]1[N:25]=[C:24]([CH3:26])[N:23]=[C:22]([N:27]2[CH2:32][CH2:31][N:30]([CH2:33][CH2:34][OH:35])[CH2:29][CH2:28]2)[CH:21]=1.CC1(C)C2C(=C(P(C3C=CC=CC=3)C3C=CC=CC=3)C=CC=2)OC2C(P(C3C=CC=CC=3)C3C=CC=CC=3)=CC=CC1=2.C([O-])([O-])=O.[Cs+].[Cs+].